The task is: Predict the product of the given reaction.. This data is from Forward reaction prediction with 1.9M reactions from USPTO patents (1976-2016). (1) Given the reactants Cl[C:2]1[N:11]=[CH:10][C:9]2[N:8]([CH2:12][C:13]3[CH:18]=[CH:17][C:16]([S:19]([CH3:22])(=[O:21])=[O:20])=[CH:15][CH:14]=3)[CH2:7][CH:6]3[CH2:23][O:24][CH2:25][CH2:26][N:5]3[C:4]=2[N:3]=1.CC1(C)C(C)(C)OB([C:35]2[CH:36]=[C:37]3[CH:43]=[CH:42][NH:41][C:38]3=[N:39][CH:40]=2)O1, predict the reaction product. The product is: [CH3:22][S:19]([C:16]1[CH:17]=[CH:18][C:13]([CH2:12][N:8]2[CH2:7][CH:6]3[CH2:23][O:24][CH2:25][CH2:26][N:5]3[C:4]3[N:3]=[C:2]([C:35]4[CH:36]=[C:37]5[CH:43]=[CH:42][NH:41][C:38]5=[N:39][CH:40]=4)[N:11]=[CH:10][C:9]2=3)=[CH:14][CH:15]=1)(=[O:21])=[O:20]. (2) Given the reactants CS(O[CH2:6][CH2:7][C:8]1[CH:9]=[CH:10][CH:11]=[C:12]2[C:16]=1[NH:15][CH:14]=[C:13]2[C:17](=[O:25])[CH2:18][C:19]1[CH:24]=[CH:23][CH:22]=[CH:21][CH:20]=1)(=O)=O.[CH3:26][S-:27].[Na+], predict the reaction product. The product is: [CH3:26][S:27][CH2:6][CH2:7][C:8]1[CH:9]=[CH:10][CH:11]=[C:12]2[C:16]=1[NH:15][CH:14]=[C:13]2[C:17](=[O:25])[CH2:18][C:19]1[CH:24]=[CH:23][CH:22]=[CH:21][CH:20]=1. (3) Given the reactants [N:1]1([CH2:8][C:9]2[CH:18]=[CH:17][C:12]([C:13]([O:15][CH3:16])=[O:14])=[CH:11][CH:10]=2)[CH2:7][CH2:6][CH2:5][NH:4][CH2:3][CH2:2]1.Cl[CH2:20][C:21]([NH:23][C:24]1[CH:29]=[CH:28][C:27]([O:30][C:31]([F:34])([F:33])[F:32])=[CH:26][CH:25]=1)=[O:22].C(N(CC)CC)C, predict the reaction product. The product is: [O:22]=[C:21]([NH:23][C:24]1[CH:25]=[CH:26][C:27]([O:30][C:31]([F:32])([F:33])[F:34])=[CH:28][CH:29]=1)[CH2:20][N:4]1[CH2:5][CH2:6][CH2:7][N:1]([CH2:8][C:9]2[CH:18]=[CH:17][C:12]([C:13]([O:15][CH3:16])=[O:14])=[CH:11][CH:10]=2)[CH2:2][CH2:3]1.